Task: Predict the product of the given reaction.. Dataset: Forward reaction prediction with 1.9M reactions from USPTO patents (1976-2016) (1) The product is: [CH:17]1([C:7]2[N:8]([CH2:12][C:13]3[N:16]=[C:32]([C:30]4[CH:29]=[CH:28][N:27]=[C:26]([C:25]([F:36])([F:24])[F:35])[CH:31]=4)[O:15][N:14]=3)[C:9]3[C:5]([CH:6]=2)=[C:4]([C:20]([F:22])([F:23])[F:21])[C:3]([C:1]#[N:2])=[CH:11][CH:10]=3)[CH2:19][CH2:18]1. Given the reactants [C:1]([C:3]1[C:4]([C:20]([F:23])([F:22])[F:21])=[C:5]2[C:9](=[CH:10][CH:11]=1)[N:8]([CH2:12][C:13](=[NH:16])[NH:14][OH:15])[C:7]([CH:17]1[CH2:19][CH2:18]1)=[CH:6]2)#[N:2].[F:24][C:25]([F:36])([F:35])[C:26]1[CH:31]=[C:30]([C:32](O)=O)[CH:29]=[CH:28][N:27]=1, predict the reaction product. (2) Given the reactants F[C:2]1[CH:3]=[C:4]([OH:11])[CH:5]=[CH:6][C:7]=1[N+:8]([O-:10])=[O:9].[CH3:12][C:13]1[CH:14]=[C:15]([CH:17]=[CH:18][C:19]=1[CH3:20])[NH2:16], predict the reaction product. The product is: [CH3:12][C:13]1[CH:14]=[C:15]([NH:16][C:2]2[CH:3]=[C:4]([OH:11])[CH:5]=[CH:6][C:7]=2[N+:8]([O-:10])=[O:9])[CH:17]=[CH:18][C:19]=1[CH3:20]. (3) Given the reactants C([Li])CCC.Br[C:7]1[CH:12]=[CH:11][CH:10]=[CH:9][C:8]=1[C:13]1[CH:18]=[CH:17][C:16]([Cl:19])=[CH:15][CH:14]=1.[CH:20]([CH:22]1[CH2:27][CH2:26][N:25]([C:28]([O:30][C:31]([CH3:34])([CH3:33])[CH3:32])=[O:29])[CH2:24][CH2:23]1)=[O:21], predict the reaction product. The product is: [Cl:19][C:16]1[CH:17]=[CH:18][C:13]([C:8]2[CH:9]=[CH:10][CH:11]=[CH:12][C:7]=2[CH:20]([OH:21])[CH:22]2[CH2:27][CH2:26][N:25]([C:28]([O:30][C:31]([CH3:33])([CH3:32])[CH3:34])=[O:29])[CH2:24][CH2:23]2)=[CH:14][CH:15]=1. (4) Given the reactants [NH2:1][CH2:2][C:3]1[CH:11]=[CH:10][C:6]([C:7]([OH:9])=[O:8])=[CH:5][CH:4]=1.[OH-].[Na+].[C:14](OC(=O)C)(=[O:16])[CH3:15].Cl, predict the reaction product. The product is: [C:14]([NH:1][CH2:2][C:3]1[CH:4]=[CH:5][C:6]([C:7]([OH:9])=[O:8])=[CH:10][CH:11]=1)(=[O:16])[CH3:15].